From a dataset of Full USPTO retrosynthesis dataset with 1.9M reactions from patents (1976-2016). Predict the reactants needed to synthesize the given product. Given the product [Cl:1][C:2]1[N:3]=[CH:4][N:5]([C:10]2[CH:15]=[CH:14][C:13]([F:16])=[CH:12][C:11]=2[Cl:17])[C:6]=1[C:7]([Cl:26])=[O:8], predict the reactants needed to synthesize it. The reactants are: [Cl:1][C:2]1[N:3]=[CH:4][N:5]([C:10]2[CH:15]=[CH:14][C:13]([F:16])=[CH:12][C:11]=2[Cl:17])[C:6]=1[C:7](O)=[O:8].CN(C)C=O.C(Cl)(=O)C([Cl:26])=O.